The task is: Predict the reactants needed to synthesize the given product.. This data is from Full USPTO retrosynthesis dataset with 1.9M reactions from patents (1976-2016). (1) Given the product [Br:1][C:38]1[S:37][C:36]([C:30]2[C:31]3=[N:35][S:34][N:33]=[C:32]3[C:27]([C:24]3[S:23][C:22]([C:20]4[S:21][C:17]([CH2:9][CH2:10][CH2:11][CH2:12][CH2:13][CH2:14][CH2:15][CH3:16])=[CH:18][CH:19]=4)=[CH:26][CH:25]=3)=[C:28]([O:50][CH2:51][CH2:52][CH2:53][CH2:54][CH2:55][CH2:56][CH2:57][CH3:58])[C:29]=2[O:41][CH2:42][CH2:43][CH2:44][CH2:45][CH2:46][CH2:47][CH2:48][CH3:49])=[CH:40][CH:39]=1, predict the reactants needed to synthesize it. The reactants are: [Br:1]N1C(=O)CCC1=O.[CH2:9]([C:17]1[S:21][C:20]([C:22]2[S:23][C:24]([C:27]3[C:32]4=[N:33][S:34][N:35]=[C:31]4[C:30]([C:36]4[S:37][CH:38]=[CH:39][CH:40]=4)=[C:29]([O:41][CH2:42][CH2:43][CH2:44][CH2:45][CH2:46][CH2:47][CH2:48][CH3:49])[C:28]=3[O:50][CH2:51][CH2:52][CH2:53][CH2:54][CH2:55][CH2:56][CH2:57][CH3:58])=[CH:25][CH:26]=2)=[CH:19][CH:18]=1)[CH2:10][CH2:11][CH2:12][CH2:13][CH2:14][CH2:15][CH3:16]. (2) Given the product [S:24]1[CH:25]=[CH:26][N:27]=[C:23]1[NH:22][C:13]([C:6]1[C:5]2[C:9](=[CH:10][C:2]([Cl:1])=[CH:3][CH:4]=2)[N:8]([CH2:11][CH3:12])[CH:7]=1)=[O:15], predict the reactants needed to synthesize it. The reactants are: [Cl:1][C:2]1[CH:10]=[C:9]2[C:5]([C:6]([C:13]([OH:15])=O)=[CH:7][N:8]2[CH2:11][CH3:12])=[CH:4][CH:3]=1.C(Cl)(=O)C(Cl)=O.[NH2:22][C:23]1[S:24][CH:25]=[CH:26][N:27]=1.C(N(CC)CC)C. (3) Given the product [CH:19]1([C:25]2[S:26][CH:27]=[C:28]([C:30]3[CH:31]=[CH:32][C:33]([NH:34][C:2]4[C:7]([N+:8]([O-:10])=[O:9])=[CH:6][CH:5]=[C:4]([Cl:11])[N:3]=4)=[CH:35][CH:36]=3)[N:29]=2)[CH2:20][CH2:21][CH2:22][CH2:23][CH2:24]1, predict the reactants needed to synthesize it. The reactants are: Cl[C:2]1[C:7]([N+:8]([O-:10])=[O:9])=[CH:6][CH:5]=[C:4]([Cl:11])[N:3]=1.C(N(CC)CC)C.[CH:19]1([C:25]2[S:26][CH:27]=[C:28]([C:30]3[CH:36]=[CH:35][C:33]([NH2:34])=[CH:32][CH:31]=3)[N:29]=2)[CH2:24][CH2:23][CH2:22][CH2:21][CH2:20]1. (4) The reactants are: O(P(O[C:18]1[N:19]([C:24]([O:26][C:27]([CH3:30])([CH3:29])[CH3:28])=[O:25])[CH2:20][CH2:21][O:22][CH:23]=1)(OC1C=CC=CC=1)=O)C1C=CC=CC=1.[O:31]([C:38]1[CH:43]=[CH:42][CH:41]=[CH:40][C:39]=1B(O)O)[C:32]1[CH:37]=[CH:36][CH:35]=[CH:34][CH:33]=1. Given the product [O:31]([C:38]1[CH:39]=[CH:40][CH:41]=[CH:42][C:43]=1[C:18]1[N:19]([C:24]([O:26][C:27]([CH3:28])([CH3:29])[CH3:30])=[O:25])[CH2:20][CH2:21][O:22][CH:23]=1)[C:32]1[CH:37]=[CH:36][CH:35]=[CH:34][CH:33]=1, predict the reactants needed to synthesize it.